From a dataset of Catalyst prediction with 721,799 reactions and 888 catalyst types from USPTO. Predict which catalyst facilitates the given reaction. Reactant: [Cl:1][C:2]1[CH:16]=[CH:15][C:5]([O:6][C:7]2[CH:14]=[CH:13][CH:12]=[CH:11][C:8]=2[CH2:9][NH2:10])=[CH:4][CH:3]=1.[C:17]([N:25]1[CH2:30][CH2:29][C:28](=O)[CH2:27][CH2:26]1)(=[O:24])[C:18]1[CH:23]=[CH:22][CH:21]=[CH:20][CH:19]=1.[BH-](OC(C)=O)(OC(C)=O)OC(C)=O.[Na+].C(O)(=O)C. Product: [Cl:1][C:2]1[CH:16]=[CH:15][C:5]([O:6][C:7]2[CH:14]=[CH:13][CH:12]=[CH:11][C:8]=2[CH2:9][NH:10][CH:28]2[CH2:29][CH2:30][N:25]([C:17]([C:18]3[CH:23]=[CH:22][CH:21]=[CH:20][CH:19]=3)=[O:24])[CH2:26][CH2:27]2)=[CH:4][CH:3]=1. The catalyst class is: 26.